This data is from Drug-target binding data from BindingDB using IC50 measurements. The task is: Regression. Given a target protein amino acid sequence and a drug SMILES string, predict the binding affinity score between them. We predict pIC50 (pIC50 = -log10(IC50 in M); higher means more potent). Dataset: bindingdb_ic50. (1) The drug is COc1ccc(OC)c(CNc2cnc3nc(N)nc(N)c3c2)c1. The target protein (Q07422) has sequence MQKPVCLVVAMTPKRGIGINNGLPWPHLTTDFKHFSRVTKTTPEEASRLNGWLPRKFAKTGDSGLPSPSVGKRFNAVVMGRKTWESMPRKFRPLVDRLNIVVSSSLKEEDIAAEKPQAEGQQRVRVCASLPAALSLLEEEYKDSVDQIFVVGGAGLYEAALSLGVASHLYITRVAREFPCDVFFPAFPGDDILSNKSTAAQAAAPAESVFVPFCPELGREKDNEATYRPIFISKTFSDNGVPYDFVVLEKRRKTDDAATAEPSNAMSSLTSTRETTPVHGLQAPSSAAAIAPVLAWMDEEDRKKREQKELIRAVPHVHFRGHEEFQYLDLIADIINNGRTMDDRTGVGVISKFGCTMRYSLDQAFPLLTTKRVFWKGVLEELLWFIRGDTNANHLSEKGVKIWDKNVTREFLDSRNLPHREVGDIGPGYGFQWRHFGAAYKDMHTDYTGQGVDQLKNVIQMLRTNPTDRRMLMTAWNPAALDEMALPPCHLLCQFYVNDQ.... The pIC50 is 6.5. (2) The small molecule is CC(C)n1nc(-c2cncnc2)c2c(N)ncnc21. The target protein sequence is MLNIEQNADECAKRVGANMVPVLHNVTEECNIKAEEKEIVPEVEEAKSESNNCLDSDDYLEGHIYAAMCTKCAGELQQKLNPTEPYRDPKKVSGKEQISRGLIIESKSFVDANKNIKFSKRSDKNEYAGLCSSPEVTTPNGERETSTDSNIKNTESTKVSHGIFDRTCLIQEHALVNRNINDFYELNLGNLGRGSYGSVVKAIDKQSGAQRAVKIILKPKLENINRLKREILIMKRLDHPNIIKLFEVFEDTNYLYFVMEICTGGELFDRIIKRGHFSERYAAVIMRQVFSAIAYCHSNEFMHRDLKPENLLFSDSSPNSLLKVIDWGFAAKCPKTHKFTSVVGTPYYVAPEVLYGSYSKLCDLWSAGVILYILLCGYPPFHGKDNVEILRKVKIGQYSLEHNSWKYVSDSAKDLIKRLLMTDPNKRISAQDALNHPWIKSQISSPNTADATYFTNDVCNSLLARFRDFQRQSKLKKLALTCVAYHLNDADIGALQKLFS.... The pIC50 is 5.5.